From a dataset of Cav3 T-type calcium channel HTS with 100,875 compounds. Binary Classification. Given a drug SMILES string, predict its activity (active/inactive) in a high-throughput screening assay against a specified biological target. (1) The drug is Brc1cc(C(=O)NCC)c(Cl)cc1. The result is 0 (inactive). (2) The result is 0 (inactive). The molecule is o1c(CCC(=O)Nc2c(cc(cc2)C)C)ccc1CC. (3) The drug is s1c2ncn(CC(=O)NCCCC(=O)N3CCN(CC3)c3ncccc3)c(=O)c2c(c1C)C. The result is 0 (inactive). (4) The compound is S(O\N=C1/CCCc2c1cccc2)(=O)(=O)c1ccccc1. The result is 0 (inactive). (5) The compound is O=C(Nc1c(OC)cc(OC)cc1)CCN1CCCC1. The result is 0 (inactive). (6) The molecule is O1N=C(C2C1C(=O)N(C2=O)c1c(cc(cc1)C)C)c1cc(OC)c(OC)cc1. The result is 0 (inactive). (7) The drug is O=C(NCCCc1n(c2c(n1)cccc2)C)CCC. The result is 0 (inactive).